This data is from Reaction yield outcomes from USPTO patents with 853,638 reactions. The task is: Predict the reaction yield, written as a fraction of the theoretical maximum amount of product (1.0 means a 100% yield; for example, 0.34 means a 34% yield). (1) The product is [Cl:21][C:22]1[CH:29]=[CH:28][C:25]([CH:26]=[C:18]2[S:14][C:15](=[O:20])[NH:16][C:17]2=[O:19])=[CH:24][C:23]=1[C:30]1[C:39]([CH3:40])=[CH:38][C:37]2[C:36]([CH3:42])([CH3:41])[CH2:35][CH2:34][C:33]([CH3:44])([CH3:43])[C:32]=2[CH:31]=1. The yield is 0.700. The reactants are C1(C)C=CC=CC=1.N1CCCCC1.[S:14]1[CH2:18][C:17](=[O:19])[NH:16][C:15]1=[O:20].[Cl:21][C:22]1[CH:29]=[CH:28][C:25]([CH:26]=O)=[CH:24][C:23]=1[C:30]1[C:39]([CH3:40])=[CH:38][C:37]2[C:36]([CH3:42])([CH3:41])[CH2:35][CH2:34][C:33]([CH3:44])([CH3:43])[C:32]=2[CH:31]=1. The catalyst is O.C(O)(=O)C. (2) The reactants are [Br:1][C:2]1[CH:7]=[N:6][C:5](I)=[CH:4][N:3]=1.C[C:10]1([CH3:17])[CH2:15][CH2:14][NH:13][C:12](=[O:16])[CH2:11]1. The catalyst is C1(C)C=CC=CC=1.C1C=CC(/C=C/C(/C=C/C2C=CC=CC=2)=O)=CC=1.C1C=CC(/C=C/C(/C=C/C2C=CC=CC=2)=O)=CC=1.C1C=CC(/C=C/C(/C=C/C2C=CC=CC=2)=O)=CC=1.[Pd].[Pd].C1(P(C2C=CC=CC=2)C2C3OC4C(=CC=CC=4P(C4C=CC=CC=4)C4C=CC=CC=4)C(C)(C)C=3C=CC=2)C=CC=CC=1. The product is [Br:1][C:2]1[N:3]=[CH:4][C:5]([N:13]2[CH2:14][C:10]([CH3:15])([CH3:17])[CH2:11][C:12]2=[O:16])=[N:6][CH:7]=1. The yield is 0.530. (3) The reactants are Cl.[NH2:2][CH2:3][C:4]1[CH:5]=[C:6]2[C:10](=[CH:11][CH:12]=1)[C:9](=[O:13])[N:8]([CH:14]1[CH2:19][CH2:18][C:17](=[O:20])[NH:16][C:15]1=[O:21])[C:7]2=[O:22].C(N(C(C)C)CC)(C)C.[O:32]1[C:36]2[CH:37]=[CH:38][CH:39]=[CH:40][C:35]=2[CH:34]=[C:33]1[CH:41]=O.C(O)(=O)C.C(O[BH-](OC(=O)C)OC(=O)C)(=O)C.[Na+]. The catalyst is C(Cl)Cl.O. The product is [O:32]1[C:36]2[CH:37]=[CH:38][CH:39]=[CH:40][C:35]=2[CH:34]=[C:33]1[CH2:41][NH:2][CH2:3][C:4]1[CH:5]=[C:6]2[C:10](=[CH:11][CH:12]=1)[C:9](=[O:13])[N:8]([CH:14]1[CH2:19][CH2:18][C:17](=[O:20])[NH:16][C:15]1=[O:21])[C:7]2=[O:22]. The yield is 0.300. (4) The reactants are C1(C)C=CC=CC=1.C(=O)([O-])[O-].[Na+].[Na+].Br[C:15]1[CH:16]=[C:17]([CH:25]=[CH:26][CH:27]=1)[O:18][CH2:19][C:20]([O:22]CC)=[O:21].[CH3:28][O:29][C:30]1[CH:35]=[CH:34][CH:33]=[CH:32][C:31]=1B(O)O. The catalyst is C1C=CC([P]([Pd]([P](C2C=CC=CC=2)(C2C=CC=CC=2)C2C=CC=CC=2)([P](C2C=CC=CC=2)(C2C=CC=CC=2)C2C=CC=CC=2)[P](C2C=CC=CC=2)(C2C=CC=CC=2)C2C=CC=CC=2)(C2C=CC=CC=2)C2C=CC=CC=2)=CC=1.O.C(OCC)(=O)C.CO. The product is [CH3:28][O:29][C:30]1[CH:35]=[CH:34][CH:33]=[CH:32][C:31]=1[C:15]1[CH:27]=[CH:26][CH:25]=[C:17]([O:18][CH2:19][C:20]([OH:22])=[O:21])[CH:16]=1. The yield is 0.580. (5) The reactants are [C:1]([CH2:4][O:5][C:6]1[CH:22]=[C:21]([C:23]#[N:24])[CH:20]=[CH:19][C:7]=1[O:8][C:9]1[CH:10]=[CH:11][C:12]2[B:16]([OH:17])[O:15][CH2:14][C:13]=2[CH:18]=1)(O)=[O:2].CCN=C=NCCCN(C)C.C1C=CC2N(O)N=NC=2C=1.[CH2:46]([NH:48][CH2:49][CH3:50])[CH3:47]. The yield is 0.570. The product is [C:23]([C:21]1[CH:20]=[CH:19][C:7]([O:8][C:9]2[CH:10]=[CH:11][C:12]3[B:16]([OH:17])[O:15][CH2:14][C:13]=3[CH:18]=2)=[C:6]([CH:22]=1)[O:5][CH2:4][C:1]([N:48]([CH2:49][CH3:50])[CH2:46][CH3:47])=[O:2])#[N:24]. The catalyst is CN(C)C1C=CN=CC=1.CN(C=O)C.O. (6) The reactants are [C:1]1([C:7]2[N:16]=[C:10]3[CH:11]=[CH:12][C:13]([NH2:15])=[CH:14][N:9]3[N:8]=2)[CH:6]=[CH:5][CH:4]=[CH:3][CH:2]=1.[CH2:17]([O:19][C:20]([C:22]1[CH:23]=[N:24][N:25]([CH3:30])[C:26]=1[C:27](O)=[O:28])=[O:21])[CH3:18].CCCP(=O)=O.C(OCC)(=O)C.C(N(C(C)C)CC)(C)C. The catalyst is O1CCCC1. The product is [CH2:17]([O:19][C:20]([C:22]1[CH:23]=[N:24][N:25]([CH3:30])[C:26]=1[C:27](=[O:28])[NH:15][C:13]1[CH:12]=[CH:11][C:10]2[N:9]([N:8]=[C:7]([C:1]3[CH:2]=[CH:3][CH:4]=[CH:5][CH:6]=3)[N:16]=2)[CH:14]=1)=[O:21])[CH3:18]. The yield is 0.870. (7) The catalyst is O. The reactants are [CH3:1][C:2]([C:8]1[CH:13]=[CH:12][C:11]([NH:14][C:15]2[C:25]3[CH2:24][CH2:23][N:22]([C:26]4[C:31]([C:32]([F:35])([F:34])[F:33])=[CH:30][CH:29]=[CH:28][N:27]=4)[CH2:21][CH2:20][C:19]=3[N:18]=[C:17]([CH:36]([CH3:38])[CH3:37])[N:16]=2)=[CH:10][CH:9]=1)([CH3:7])[C:3]([O:5]C)=[O:4].C1COCC1.O.[OH-].[Li+]. The product is [CH3:7][C:2]([C:8]1[CH:9]=[CH:10][C:11]([NH:14][C:15]2[C:25]3[CH2:24][CH2:23][N:22]([C:26]4[C:31]([C:32]([F:34])([F:35])[F:33])=[CH:30][CH:29]=[CH:28][N:27]=4)[CH2:21][CH2:20][C:19]=3[N:18]=[C:17]([CH:36]([CH3:38])[CH3:37])[N:16]=2)=[CH:12][CH:13]=1)([CH3:1])[C:3]([OH:5])=[O:4]. The yield is 0.600. (8) The reactants are [F:1][C:2]1[CH:17]=[C:16]([CH:18]=O)[CH:15]=[CH:14][C:3]=1[O:4][C:5]1[CH:6]=[CH:7][C:8]([C:11]([NH2:13])=[O:12])=[N:9][CH:10]=1.[N:20]1[CH:25]=[CH:24][CH:23]=[C:22]([CH2:26][CH2:27][NH2:28])[CH:21]=1. No catalyst specified. The product is [F:1][C:2]1[CH:17]=[C:16]([CH2:18][NH:28][CH2:27][CH2:26][C:22]2[CH:21]=[N:20][CH:25]=[CH:24][CH:23]=2)[CH:15]=[CH:14][C:3]=1[O:4][C:5]1[CH:6]=[CH:7][C:8]([C:11]([NH2:13])=[O:12])=[N:9][CH:10]=1. The yield is 0.822. (9) The reactants are B(F)(F)F.[CH2:5]([O:7][P:8]([N:13]1[CH:19]2[CH:14]1[CH2:15][CH2:16][N:17]([C:20]([O:22][CH2:23][C:24]1[CH:29]=[CH:28][CH:27]=[CH:26][CH:25]=1)=[O:21])[CH2:18]2)([O:10][CH2:11][CH3:12])=[O:9])[CH3:6].[CH3:30][OH:31]. No catalyst specified. The product is [CH2:5]([O:7][P:8]([NH:13][C@H:19]1[C@H:14]([O:31][CH3:30])[CH2:15][CH2:16][N:17]([C:20]([O:22][CH2:23][C:24]2[CH:29]=[CH:28][CH:27]=[CH:26][CH:25]=2)=[O:21])[CH2:18]1)([O:10][CH2:11][CH3:12])=[O:9])[CH3:6]. The yield is 0.940. (10) The reactants are Br[C:2]1[CH:3]=[CH:4][C:5]([O:10][C:11]([F:14])([F:13])[F:12])=[C:6]([CH:9]=1)[CH:7]=[O:8].[O:15]1[CH2:20]COC[CH2:16]1.COC[B-](F)(F)F.[K+].C(=O)([O-])[O-].[Cs+].[Cs+]. The catalyst is CCOC(C)=O.O.C([O-])(=O)C.[Pd+2].C([O-])(=O)C.O. The product is [CH3:16][O:15][CH2:20][C:2]1[CH:3]=[CH:4][C:5]([O:10][C:11]([F:14])([F:13])[F:12])=[C:6]([CH:9]=1)[CH:7]=[O:8]. The yield is 0.280.